Dataset: Forward reaction prediction with 1.9M reactions from USPTO patents (1976-2016). Task: Predict the product of the given reaction. Given the reactants [CH2:1]1[CH:9]2[N:4]([CH2:5][CH:6]=[C:7]([C:10]3[C:18]4[C:13](=[CH:14][CH:15]=[N:16][CH:17]=4)[NH:12][CH:11]=3)[CH2:8]2)[CH2:3][CH2:2]1.[O:19]([C:21]1[CH:29]=[CH:28][CH:27]=[C:26]([O:30][CH3:31])[C:22]=1[C:23](Cl)=[O:24])[CH3:20].C[Si]([N-][Si](C)(C)C)(C)C.[Na+], predict the reaction product. The product is: [O:19]([C:21]1[CH:29]=[CH:28][CH:27]=[C:26]([O:30][CH3:31])[C:22]=1[C:23]([N:12]1[C:13]2[C:18](=[CH:17][N:16]=[CH:15][CH:14]=2)[C:10]([C:7]2[CH2:8][CH:9]3[N:4]([CH2:3][CH2:2][CH2:1]3)[CH2:5][CH:6]=2)=[CH:11]1)=[O:24])[CH3:20].